Dataset: Forward reaction prediction with 1.9M reactions from USPTO patents (1976-2016). Task: Predict the product of the given reaction. Given the reactants [I:1][C:2]1[NH:6][C:5]([CH:7]([CH3:9])[CH3:8])=[N:4][CH:3]=1.[F:10][C:11]1[CH:16]=[CH:15][C:14](B(O)O)=[CH:13][CH:12]=1, predict the reaction product. The product is: [F:10][C:11]1[CH:16]=[CH:15][C:14]([N:4]2[CH:3]=[C:2]([I:1])[N:6]=[C:5]2[CH:7]([CH3:9])[CH3:8])=[CH:13][CH:12]=1.